This data is from Full USPTO retrosynthesis dataset with 1.9M reactions from patents (1976-2016). The task is: Predict the reactants needed to synthesize the given product. The reactants are: Cl[C:2]1[CH:7]=[CH:6][CH:5]=[CH:4][C:3]=1[C:8]1[N:26]([CH2:27][C@@H:28]2[CH2:33][CH2:32][CH2:31][NH:30][CH2:29]2)[C:11]2[N:12]=[C:13]([NH:16][CH2:17][C:18]3[CH:23]=[CH:22][C:21]([F:24])=[C:20]([F:25])[CH:19]=3)[N:14]=[CH:15][C:10]=2[C:9]=1[CH3:34].FC1C=C(C=CC=1F)CNC1N=CC2C(C)=C(C3C=CC=CC=3)N(C[C@@H]3CCCN(C(OC(C)(C)C)=O)C3)C=2N=1. Given the product [F:25][C:20]1[CH:19]=[C:18]([CH:23]=[CH:22][C:21]=1[F:24])[CH2:17][NH:16][C:13]1[N:14]=[CH:15][C:10]2[C:9]([CH3:34])=[C:8]([C:3]3[CH:2]=[CH:7][CH:6]=[CH:5][CH:4]=3)[N:26]([CH2:27][C@@H:28]3[CH2:33][CH2:32][CH2:31][NH:30][CH2:29]3)[C:11]=2[N:12]=1, predict the reactants needed to synthesize it.